Dataset: Full USPTO retrosynthesis dataset with 1.9M reactions from patents (1976-2016). Task: Predict the reactants needed to synthesize the given product. Given the product [O:11]=[C:9]1[C:10]2[C:6](=[CH:5][CH:4]=[CH:3][C:2]=2[C:20]2[CH:19]=[C:18](/[CH:17]=[CH:16]/[C:15]([O:14][CH2:12][CH3:13])=[O:27])[CH:23]=[CH:22][CH:21]=2)[CH2:7][CH2:8]1, predict the reactants needed to synthesize it. The reactants are: Br[C:2]1[CH:3]=[CH:4][CH:5]=[C:6]2[C:10]=1[C:9](=[O:11])[CH2:8][CH2:7]2.[CH2:12]([O:14][C:15](=[O:27])/[CH:16]=[CH:17]/[C:18]1[CH:19]=[C:20](B(O)O)[CH:21]=[CH:22][CH:23]=1)[CH3:13].C([O-])([O-])=O.[K+].[K+].CCO.